Dataset: NCI-60 drug combinations with 297,098 pairs across 59 cell lines. Task: Regression. Given two drug SMILES strings and cell line genomic features, predict the synergy score measuring deviation from expected non-interaction effect. Drug 1: CN(C)N=NC1=C(NC=N1)C(=O)N. Drug 2: C(=O)(N)NO. Cell line: RXF 393. Synergy scores: CSS=-1.68, Synergy_ZIP=-2.81, Synergy_Bliss=-7.73, Synergy_Loewe=-8.17, Synergy_HSA=-7.68.